Dataset: Forward reaction prediction with 1.9M reactions from USPTO patents (1976-2016). Task: Predict the product of the given reaction. (1) Given the reactants [OH-].[Na+].[CH2:3](Cl)[CH2:4][Cl:5].C(O)(=O)CC[C@H](NC(C1C=CC(NCC2N=[C:33]3[C:26](N=[C:28]([NH:30][C:31]3=O)[NH2:29])=[N:25][CH:24]=2)=CC=1)=O)C(O)=O.[CH3:39]S(C)=O, predict the reaction product. The product is: [ClH:5].[CH3:39][N:25]([CH3:24])[CH2:26][CH2:33][CH2:31][N:30]=[C:28]=[N:29][CH2:3][CH3:4]. (2) The product is: [C:1]([O:5][C:6]([N:8]([C:33]1[N:38]=[C:37]([C:39]([F:40])([F:41])[F:42])[CH:36]=[CH:35][N:34]=1)[C:9]1[CH:10]=[C:11]([C:16]2[S:20][C:19]([C:21]3([O:32][CH3:44])[CH2:22][CH2:23][CH:24]([C:27]([O:29][CH2:30][CH3:31])=[O:28])[CH2:25][CH2:26]3)=[N:18][CH:17]=2)[CH:12]=[C:13]([CH3:15])[CH:14]=1)=[O:7])([CH3:2])([CH3:3])[CH3:4]. Given the reactants [C:1]([O:5][C:6]([N:8]([C:33]1[N:38]=[C:37]([C:39]([F:42])([F:41])[F:40])[CH:36]=[CH:35][N:34]=1)[C:9]1[CH:10]=[C:11]([C:16]2[S:20][C:19]([C:21]3([OH:32])[CH2:26][CH2:25][CH:24]([C:27]([O:29][CH2:30][CH3:31])=[O:28])[CH2:23][CH2:22]3)=[N:18][CH:17]=2)[CH:12]=[C:13]([CH3:15])[CH:14]=1)=[O:7])([CH3:4])([CH3:3])[CH3:2].I[CH3:44].[H-].[Na+], predict the reaction product. (3) The product is: [Br:39][CH2:40][CH2:41][N:10]1[CH2:11][C:12]2[CH:17]=[CH:16][CH:15]=[CH:14][C:13]=2[N:8]([C:3]2[CH:4]=[CH:5][CH:6]=[CH:7][C:2]=2[F:1])[S:9]1(=[O:19])=[O:18]. Given the reactants [F:1][C:2]1[CH:7]=[CH:6][CH:5]=[CH:4][C:3]=1[N:8]1[C:13]2[CH:14]=[CH:15][CH:16]=[CH:17][C:12]=2[CH2:11][NH:10][S:9]1(=[O:19])=[O:18].C1(P(C2C=CC=CC=2)C2C=CC=CC=2)C=CC=CC=1.[Br:39][CH:40](O)[CH3:41].N(C(OC(C)C)=O)=NC(OC(C)C)=O, predict the reaction product. (4) The product is: [C:6]([N:8]1[CH2:15][C:14](=[CH2:16])[CH2:13][C@H:9]1[C:10]([NH:41][C:37]1[CH:38]=[CH:39][C:40]2[N:28]([CH2:26][CH3:27])[C:29]3[C:34]([C:35]=2[CH:36]=1)=[CH:33][CH:32]=[CH:31][CH:30]=3)=[O:12])(=[O:7])[C:18]1[CH:23]=[CH:22][CH:21]=[CH:20][CH:19]=1. Given the reactants C(O[C:6]([N:8]1[CH2:15][C:14](=[CH2:16])[CH2:13][C@H:9]1[C:10]([OH:12])=O)=[O:7])(C)(C)C.C(Cl)(=O)[C:18]1[CH:23]=[CH:22][CH:21]=[CH:20][CH:19]=1.[CH2:26]([N:28]1[C:40]2[CH:39]=[CH:38][C:37]([NH2:41])=[CH:36][C:35]=2[C:34]2[C:29]1=[CH:30][CH:31]=[CH:32][CH:33]=2)[CH3:27], predict the reaction product. (5) The product is: [CH3:35][O:36][C:37](=[O:50])[CH:38]([CH2:43][CH:44]1[CH2:45][CH2:46][CH2:47][CH2:48][CH2:49]1)[CH2:39][C:40]([NH:32][C:29]1[CH:28]=[CH:27][C:26]([C:24]2[NH:23][C:22]3[CH:33]=[CH:34][C:19]([Cl:18])=[CH:20][C:21]=3[N:25]=2)=[CH:31][CH:30]=1)=[O:41]. Given the reactants N1(C(C2CCCCC2C(O)=O)=O)CCOCC1.[Cl:18][C:19]1[CH:34]=[CH:33][C:22]2[NH:23][C:24]([C:26]3[CH:31]=[CH:30][C:29]([NH2:32])=[CH:28][CH:27]=3)=[N:25][C:21]=2[CH:20]=1.[CH3:35][O:36][C:37](=[O:50])[C@H:38]([CH2:43][CH:44]1[CH2:49][CH2:48][CH2:47][CH2:46][CH2:45]1)[CH2:39][C:40](O)=[O:41], predict the reaction product.